This data is from Full USPTO retrosynthesis dataset with 1.9M reactions from patents (1976-2016). The task is: Predict the reactants needed to synthesize the given product. Given the product [NH2:29][C:2]1[N:7]=[C:6]([C@:8]2([CH3:27])[C@@H:13]([F:14])[C@H:12]([C:15]([F:18])([F:17])[F:16])[O:11][C:10]([NH:19][C:20](=[O:26])[O:21][C:22]([CH3:25])([CH3:24])[CH3:23])=[N:9]2)[C:5]([F:28])=[CH:4][CH:3]=1, predict the reactants needed to synthesize it. The reactants are: Br[C:2]1[N:7]=[C:6]([C@:8]2([CH3:27])[C@@H:13]([F:14])[C@H:12]([C:15]([F:18])([F:17])[F:16])[O:11][C:10]([NH:19][C:20](=[O:26])[O:21][C:22]([CH3:25])([CH3:24])[CH3:23])=[N:9]2)[C:5]([F:28])=[CH:4][CH:3]=1.[N-:29]=[N+]=[N-].[Na+].O=C1O[C@H]([C@H](CO)O)C([O-])=C1O.[Na+].CN[C@@H]1CCCC[C@H]1NC.C([O-])(O)=O.[Na+].